This data is from Full USPTO retrosynthesis dataset with 1.9M reactions from patents (1976-2016). The task is: Predict the reactants needed to synthesize the given product. (1) Given the product [CH2:15]([N:11]1[C:12]2[C:7](=[C:6]([OH:29])[C:5]([C:3]([NH:30][CH2:31][CH2:32][C:33]([OH:35])=[O:34])=[O:4])=[N:14][CH:13]=2)[CH:8]=[C:9]([C:23]2[CH:24]=[N:25][CH:26]=[N:27][CH:28]=2)[C:10]1=[O:22])[C:16]1[CH:21]=[CH:20][CH:19]=[CH:18][CH:17]=1, predict the reactants needed to synthesize it. The reactants are: CO[C:3]([C:5]1[C:6]([OH:29])=[C:7]2[C:12](=[CH:13][N:14]=1)[N:11]([CH2:15][C:16]1[CH:21]=[CH:20][CH:19]=[CH:18][CH:17]=1)[C:10](=[O:22])[C:9]([C:23]1[CH:24]=[N:25][CH:26]=[N:27][CH:28]=1)=[CH:8]2)=[O:4].[NH2:30][CH2:31][CH2:32][C:33]([OH:35])=[O:34].C[O-].[Na+]. (2) Given the product [O:38]1[C:37]2[CH:41]=[CH:42][C:34]([C:24]3[CH:23]=[C:22]([CH:27]=[C:26]([S:28]([CH2:31][CH2:32][CH3:33])(=[O:29])=[O:30])[CH:25]=3)[O:21][CH2:20][CH2:19][CH2:18][CH2:17][CH2:16][CH2:15][C:11]3[C:10]([CH2:43][CH2:44][C:45]([OH:47])=[O:46])=[C:9]([CH:14]=[CH:13][CH:12]=3)[O:8][CH2:7][CH2:6][CH2:5][C:4]([OH:50])=[O:3])=[CH:35][C:36]=2[O:40][CH2:39]1, predict the reactants needed to synthesize it. The reactants are: C([O:3][C:4](=[O:50])[CH2:5][CH2:6][CH2:7][O:8][C:9]1[CH:14]=[CH:13][CH:12]=[C:11]([CH2:15][CH2:16][CH2:17][CH2:18][CH2:19][CH2:20][O:21][C:22]2[CH:27]=[C:26]([S:28]([CH2:31][CH2:32][CH3:33])(=[O:30])=[O:29])[CH:25]=[C:24]([C:34]3[CH:42]=[CH:41][C:37]4[O:38][CH2:39][O:40][C:36]=4[CH:35]=3)[CH:23]=2)[C:10]=1[CH2:43][CH2:44][C:45]([O:47]CC)=[O:46])C.[OH-].[Na+].